This data is from Reaction yield outcomes from USPTO patents with 853,638 reactions. The task is: Predict the reaction yield, written as a fraction of the theoretical maximum amount of product (1.0 means a 100% yield; for example, 0.34 means a 34% yield). (1) The reactants are [Br:1][C:2]1[CH:10]=[C:9]2[C:5]([CH2:6][CH2:7][CH:8]2[OH:11])=[CH:4][CH:3]=1.[H-].[Na+].I[CH3:15]. The catalyst is O1CCCC1. The product is [Br:1][C:2]1[CH:10]=[C:9]2[C:5]([CH2:6][CH2:7][CH:8]2[O:11][CH3:15])=[CH:4][CH:3]=1. The yield is 0.890. (2) The reactants are [C:1]([O:4][CH2:5][C@@:6]1([C:28]#[CH:29])[O:10][C@@H:9]([N:11]2[CH:19]=[C:17]([CH3:18])[C:15](=[O:16])[NH:14][C:12]2=[O:13])[CH2:8][C@H:7]1[O:20][Si](C(C)(C)C)(C)C)(=[O:3])[CH3:2].[F-].C([N+](CCCC)(CCCC)CCCC)CCC. The catalyst is C1COCC1. The product is [C:1]([O:4][CH2:5][C@@:6]1([C:28]#[CH:29])[O:10][C@@H:9]([N:11]2[CH:19]=[C:17]([CH3:18])[C:15](=[O:16])[NH:14][C:12]2=[O:13])[CH2:8][C@H:7]1[OH:20])(=[O:3])[CH3:2]. The yield is 0.930. (3) The reactants are [CH3:1][N:2]1[CH:6]=[C:5]([CH3:7])[N:4]=[N:3]1.[Li]CCCC.[CH2:13]([Sn:17](Cl)([CH2:22][CH2:23][CH2:24][CH3:25])[CH2:18][CH2:19][CH2:20][CH3:21])[CH2:14][CH2:15][CH3:16].[NH4+].[Cl-]. The catalyst is C1COCC1.O. The product is [CH3:1][N:2]1[C:6]([Sn:17]([CH2:18][CH2:19][CH2:20][CH3:21])([CH2:22][CH2:23][CH2:24][CH3:25])[CH2:13][CH2:14][CH2:15][CH3:16])=[C:5]([CH3:7])[N:4]=[N:3]1. The yield is 0.730.